This data is from NCI-60 drug combinations with 297,098 pairs across 59 cell lines. The task is: Regression. Given two drug SMILES strings and cell line genomic features, predict the synergy score measuring deviation from expected non-interaction effect. (1) Drug 1: CCCCCOC(=O)NC1=NC(=O)N(C=C1F)C2C(C(C(O2)C)O)O. Drug 2: C1CN(P(=O)(OC1)NCCCl)CCCl. Cell line: NCI-H322M. Synergy scores: CSS=-0.330, Synergy_ZIP=2.12, Synergy_Bliss=1.38, Synergy_Loewe=-3.19, Synergy_HSA=-3.39. (2) Cell line: ACHN. Synergy scores: CSS=50.0, Synergy_ZIP=1.07, Synergy_Bliss=-2.42, Synergy_Loewe=-28.6, Synergy_HSA=-1.64. Drug 2: C#CCC(CC1=CN=C2C(=N1)C(=NC(=N2)N)N)C3=CC=C(C=C3)C(=O)NC(CCC(=O)O)C(=O)O. Drug 1: C1=NC(=NC(=O)N1C2C(C(C(O2)CO)O)O)N. (3) Drug 1: C#CCC(CC1=CN=C2C(=N1)C(=NC(=N2)N)N)C3=CC=C(C=C3)C(=O)NC(CCC(=O)O)C(=O)O. Drug 2: C1=NNC2=C1C(=O)NC=N2. Cell line: A498. Synergy scores: CSS=18.2, Synergy_ZIP=-1.13, Synergy_Bliss=3.44, Synergy_Loewe=-24.5, Synergy_HSA=2.76. (4) Drug 1: C1=CC(=C2C(=C1NCCNCCO)C(=O)C3=C(C=CC(=C3C2=O)O)O)NCCNCCO. Drug 2: CCCCC(=O)OCC(=O)C1(CC(C2=C(C1)C(=C3C(=C2O)C(=O)C4=C(C3=O)C=CC=C4OC)O)OC5CC(C(C(O5)C)O)NC(=O)C(F)(F)F)O. Cell line: A498. Synergy scores: CSS=32.7, Synergy_ZIP=-0.182, Synergy_Bliss=0.0718, Synergy_Loewe=-0.539, Synergy_HSA=1.89. (5) Drug 1: C(=O)(N)NO. Drug 2: C1CC(=O)NC(=O)C1N2C(=O)C3=CC=CC=C3C2=O. Cell line: A549. Synergy scores: CSS=0.329, Synergy_ZIP=-0.581, Synergy_Bliss=-1.32, Synergy_Loewe=-0.298, Synergy_HSA=-1.52. (6) Drug 1: C1CN1P(=S)(N2CC2)N3CC3. Drug 2: B(C(CC(C)C)NC(=O)C(CC1=CC=CC=C1)NC(=O)C2=NC=CN=C2)(O)O. Cell line: HOP-92. Synergy scores: CSS=57.1, Synergy_ZIP=-2.74, Synergy_Bliss=-0.259, Synergy_Loewe=-7.04, Synergy_HSA=-0.288. (7) Drug 1: CC1=C(C=C(C=C1)C(=O)NC2=CC(=CC(=C2)C(F)(F)F)N3C=C(N=C3)C)NC4=NC=CC(=N4)C5=CN=CC=C5. Drug 2: CC1CCC2CC(C(=CC=CC=CC(CC(C(=O)C(C(C(=CC(C(=O)CC(OC(=O)C3CCCCN3C(=O)C(=O)C1(O2)O)C(C)CC4CCC(C(C4)OC)O)C)C)O)OC)C)C)C)OC. Cell line: IGROV1. Synergy scores: CSS=-7.61, Synergy_ZIP=6.75, Synergy_Bliss=2.74, Synergy_Loewe=-12.7, Synergy_HSA=-11.5.